Dataset: Full USPTO retrosynthesis dataset with 1.9M reactions from patents (1976-2016). Task: Predict the reactants needed to synthesize the given product. Given the product [CH3:14][O:13][C:11](=[O:12])[C:10]1[CH:15]=[CH:16][C:7]([C:18]([OH:19])([CH3:20])[CH3:17])=[CH:8][CH:9]=1, predict the reactants needed to synthesize it. The reactants are: C([Mg]Cl)(C)C.I[C:7]1[CH:16]=[CH:15][C:10]([C:11]([O:13][CH3:14])=[O:12])=[CH:9][CH:8]=1.[CH3:17][C:18]([CH3:20])=[O:19].